Task: Regression. Given two drug SMILES strings and cell line genomic features, predict the synergy score measuring deviation from expected non-interaction effect.. Dataset: NCI-60 drug combinations with 297,098 pairs across 59 cell lines Drug 1: C1CCN(CC1)CCOC2=CC=C(C=C2)C(=O)C3=C(SC4=C3C=CC(=C4)O)C5=CC=C(C=C5)O. Drug 2: CCC1(CC2CC(C3=C(CCN(C2)C1)C4=CC=CC=C4N3)(C5=C(C=C6C(=C5)C78CCN9C7C(C=CC9)(C(C(C8N6C)(C(=O)OC)O)OC(=O)C)CC)OC)C(=O)OC)O.OS(=O)(=O)O. Cell line: SF-295. Synergy scores: CSS=32.5, Synergy_ZIP=1.98, Synergy_Bliss=1.97, Synergy_Loewe=-38.3, Synergy_HSA=1.40.